The task is: Predict which catalyst facilitates the given reaction.. This data is from Catalyst prediction with 721,799 reactions and 888 catalyst types from USPTO. (1) Reactant: Cl[C:2]1[N:6]([C:7]2[CH:12]=[CH:11][C:10]([CH3:13])=[CH:9][CH:8]=2)[C:5]2[CH:14]=[CH:15][CH:16]=[CH:17][C:4]=2[N:3]=1.[NH2:18][CH2:19][CH2:20][CH2:21][N:22]1[CH2:27][CH2:26][CH:25]([C:28]2[CH:29]=[C:30]([NH:34][C:35](=[O:37])[CH3:36])[CH:31]=[CH:32][CH:33]=2)[CH2:24][CH2:23]1. Product: [C:10]1([CH3:13])[CH:11]=[CH:12][C:7]([N:6]2[C:5]3[CH:14]=[CH:15][CH:16]=[CH:17][C:4]=3[N:3]=[C:2]2[NH:18][CH2:19][CH2:20][CH2:21][N:22]2[CH2:27][CH2:26][CH:25]([C:28]3[CH:29]=[C:30]([NH:34][C:35](=[O:37])[CH3:36])[CH:31]=[CH:32][CH:33]=3)[CH2:24][CH2:23]2)=[CH:8][CH:9]=1. The catalyst class is: 8. (2) Reactant: [CH3:1][O:2][C:3]1[C:4]([O:30]COCC[Si](C)(C)C)=[CH:5][C:6]2[NH:12][C:11]3[CH:13]=[C:14]([C:17]4[CH:22]=[CH:21][C:20]([N+:23]([O-:25])=[O:24])=[C:19]([O:26][CH3:27])[CH:18]=4)[CH:15]=[CH:16][C:10]=3[C:9](=[O:28])[NH:8][C:7]=2[CH:29]=1.Cl.O1CCOCC1. Product: [OH:30][C:4]1[C:3]([O:2][CH3:1])=[CH:29][C:7]2[NH:8][C:9](=[O:28])[C:10]3[CH:16]=[CH:15][C:14]([C:17]4[CH:22]=[CH:21][C:20]([N+:23]([O-:25])=[O:24])=[C:19]([O:26][CH3:27])[CH:18]=4)=[CH:13][C:11]=3[NH:12][C:6]=2[CH:5]=1. The catalyst class is: 61. (3) Reactant: [Cl:1][C:2]1[N:3]=[C:4]([NH:11][C:12]2[CH:13]=[C:14]([CH:18]=[CH:19][CH:20]=2)[C:15]([OH:17])=O)[C:5]2[S:10][CH2:9][CH2:8][C:6]=2[N:7]=1.CN(C(ON1N=[N:36][C:31]2C=[CH:33][CH:34]=[N:35][C:30]1=2)=[N+](C)C)C.F[P-](F)(F)(F)(F)F.[CH:45](N(C(C)C)CC)(C)C.ClC1N=C(CCCN)C2S(=O)(=O)CCC=2N=1. Product: [CH3:45][N:35]1[CH2:30][CH2:31][N:36]([C:15]([C:14]2[CH:18]=[CH:19][CH:20]=[C:12]([NH:11][C:4]3[C:5]4[S:10][CH2:9][CH2:8][C:6]=4[N:7]=[C:2]([Cl:1])[N:3]=3)[CH:13]=2)=[O:17])[CH2:33][CH2:34]1. The catalyst class is: 16. (4) Reactant: C([O:8][C:9]1[CH:14]=[CH:13][C:12]([CH2:15][C@H:16]([O:22][CH2:23][CH3:24])[C:17]([O:19][CH2:20][CH3:21])=[O:18])=[CH:11][CH:10]=1)C1C=CC=CC=1.[H][H]. Product: [CH2:23]([O:22][C@@H:16]([CH2:15][C:12]1[CH:11]=[CH:10][C:9]([OH:8])=[CH:14][CH:13]=1)[C:17]([O:19][CH2:20][CH3:21])=[O:18])[CH3:24]. The catalyst class is: 29. (5) Reactant: C(OC([NH:8][C@@H:9]([CH2:22][CH2:23][CH2:24][CH3:25])/[CH:10]=[CH:11]/[C:12]([O:14][CH2:15][C:16]1[CH:21]=[CH:20][CH:19]=[CH:18][CH:17]=1)=[O:13])=O)(C)(C)C.[ClH:26]. Product: [Cl-:26].[CH2:15]([O:14][C:12](=[O:13])/[CH:11]=[CH:10]/[C@@H:9]([NH3+:8])[CH2:22][CH2:23][CH2:24][CH3:25])[C:16]1[CH:21]=[CH:20][CH:19]=[CH:18][CH:17]=1. The catalyst class is: 28.